The task is: Predict the product of the given reaction.. This data is from Forward reaction prediction with 1.9M reactions from USPTO patents (1976-2016). Given the reactants [N:1]1([C:7]2[CH:8]=[CH:9][C:10]3[N:11]([C:13]([C:16]([F:19])([F:18])[F:17])=[N:14][N:15]=3)[N:12]=2)[CH2:6][CH2:5][NH:4][CH2:3][CH2:2]1.[N+:20]([C:23]1[CH:30]=[CH:29][C:26]([CH:27]=O)=[CH:25][CH:24]=1)([O-:22])=[O:21], predict the reaction product. The product is: [N+:20]([C:23]1[CH:30]=[CH:29][C:26]([CH2:27][N:4]2[CH2:3][CH2:2][N:1]([C:7]3[CH:8]=[CH:9][C:10]4[N:11]([C:13]([C:16]([F:17])([F:18])[F:19])=[N:14][N:15]=4)[N:12]=3)[CH2:6][CH2:5]2)=[CH:25][CH:24]=1)([O-:22])=[O:21].